This data is from Drug-target binding data from BindingDB using IC50 measurements. The task is: Regression. Given a target protein amino acid sequence and a drug SMILES string, predict the binding affinity score between them. We predict pIC50 (pIC50 = -log10(IC50 in M); higher means more potent). Dataset: bindingdb_ic50. The small molecule is CCCCCCCCCCCCCCC[C@H](NC(=O)[C@@H](NC(=O)N[C@H](C(=O)O)C(C)C)[C@@H]1CCN=C(N)N1)C(=O)NCCCN[C@H](C(=O)O)[C@H](O[C@@H]1O[C@H](CN)[C@@H](O)[C@H]1O)[C@H]1O[C@@H](n2ccc(=O)[nH]c2=O)[C@H](O)[C@@H]1O. The target protein (Q9X1N5) has sequence MWEAIISFFLTSVLSVFAKKTEFLDRPDSRKSHGRAVPPVGGVSIFLTLLIFERDNPFFLFSIPLFLLGLLDDLFDLSYRIKLAVTALVAVWFSTAVTIEVSIFGARIHPVFFVIWFVGMVNAFNVVDGLDGLLSGISLFSSLMIGERSLAFSIIGFLPWNLPDAKVFLGNSGSFLLGAYLSTASVVFFEGDLGYATLFLGFPFYEIVFSFVRRLVVKKNPFSPDEKHTHHVFSRKIGKWKTLLILVSFSLMFNLLGLSQKFYFIFLYVVLCCVLLFTYCVLQRGNGNLKL. The pIC50 is 3.0.